Dataset: Reaction yield outcomes from USPTO patents with 853,638 reactions. Task: Predict the reaction yield, written as a fraction of the theoretical maximum amount of product (1.0 means a 100% yield; for example, 0.34 means a 34% yield). (1) The reactants are [N:1]1([C:6]2[CH:13]=[CH:12][CH:11]=[CH:10][C:7]=2[CH:8]=[O:9])[CH:5]=[CH:4][N:3]=[CH:2]1.[F:14][C:15]([Si](C)(C)C)([F:17])[F:16]. The catalyst is C1COCC1.[F-].C([N+](CCCC)(CCCC)CCCC)CCC. The product is [F:14][C:15]([F:17])([F:16])[CH:8]([C:7]1[CH:10]=[CH:11][CH:12]=[CH:13][C:6]=1[N:1]1[CH:5]=[CH:4][N:3]=[CH:2]1)[OH:9]. The yield is 0.930. (2) The reactants are [Cl:1][C:2]1[CH:11]=[CH:10][C:9]2[C:4](=[C:5]([OH:12])[N:6]=[CH:7][CH:8]=2)[N:3]=1.[F:13][C:14]([F:27])([F:26])[S:15](O[S:15]([C:14]([F:27])([F:26])[F:13])(=[O:17])=[O:16])(=[O:17])=[O:16]. The catalyst is N1C=CC=CC=1. The product is [Cl:1][C:2]1[CH:11]=[CH:10][C:9]2[C:4](=[C:5]([O:12][S:15]([C:14]([F:27])([F:26])[F:13])(=[O:17])=[O:16])[N:6]=[CH:7][CH:8]=2)[N:3]=1. The yield is 0.640. (3) The reactants are [NH:1]1[C:9]2[C:4](=[CH:5][CH:6]=[C:7]([C:10]([O:12][CH3:13])=[O:11])[CH:8]=2)[CH:3]=[CH:2]1.Br[CH2:15][CH2:16][O:17][CH3:18]. No catalyst specified. The product is [CH3:18][O:17][CH2:16][CH2:15][N:1]1[C:9]2[C:4](=[CH:5][CH:6]=[C:7]([C:10]([O:12][CH3:13])=[O:11])[CH:8]=2)[CH:3]=[CH:2]1. The yield is 0.300. (4) The reactants are Cl[C:2]1[N:7]=[C:6]([NH:8][C:9]2[CH:14]=[CH:13][CH:12]=[CH:11][CH:10]=2)[C:5]([Cl:15])=[CH:4][N:3]=1.[CH3:16][P:17]([C:20]1[CH:26]=[CH:25][C:23]([NH2:24])=[C:22]([O:27][CH3:28])[CH:21]=1)([CH3:19])=[O:18].Cl. The catalyst is CN(C=O)C.C(O)C. The product is [Cl:15][C:5]1[C:6]([NH:8][C:9]2[CH:14]=[CH:13][CH:12]=[CH:11][CH:10]=2)=[N:7][C:2]([NH:24][C:23]2[CH:25]=[CH:26][C:20]([P:17]([CH3:16])([CH3:19])=[O:18])=[CH:21][C:22]=2[O:27][CH3:28])=[N:3][CH:4]=1. The yield is 0.160.